The task is: Predict the reactants needed to synthesize the given product.. This data is from Retrosynthesis with 50K atom-mapped reactions and 10 reaction types from USPTO. (1) Given the product O=c1[nH]c2ccc([C@H]3CC[C@H](NCC#Cc4ccccc4)CC3)cc2o1, predict the reactants needed to synthesize it. The reactants are: NCC#Cc1ccccc1.O=C1CCC(c2ccc3[nH]c(=O)oc3c2)CC1. (2) Given the product CSc1nccc(CO)n1, predict the reactants needed to synthesize it. The reactants are: CSc1nccc(C=O)n1. (3) The reactants are: O=C(O)c1ccc(-c2ccc([N+](=O)[O-])cc2)cc1. Given the product Nc1ccc(-c2ccc(C(=O)O)cc2)cc1, predict the reactants needed to synthesize it. (4) Given the product Cc1nc(CCc2c(-c3ccccc3)noc2C)sc1C(=O)NC(C)C, predict the reactants needed to synthesize it. The reactants are: CC(C)N.Cc1nc(CCc2c(-c3ccccc3)noc2C)sc1C(=O)O. (5) Given the product C[Si](C)(C)CCOCn1cc(I)c2c(OC3CCC3)nc(Cl)nc21, predict the reactants needed to synthesize it. The reactants are: C[Si](C)(C)CCOCn1cc(I)c2c(Cl)nc(Cl)nc21.OC1CCC1.